From a dataset of Full USPTO retrosynthesis dataset with 1.9M reactions from patents (1976-2016). Predict the reactants needed to synthesize the given product. (1) Given the product [C:10]([C:7]1[CH:8]=[CH:9][C:4]([C:3]([OH:22])=[O:2])=[CH:5][C:6]=1[O:16][CH2:17][CH2:18][CH2:19][O:20][CH3:21])#[CH:11], predict the reactants needed to synthesize it. The reactants are: C[O:2][C:3](=[O:22])[C:4]1[CH:9]=[CH:8][C:7]([C:10]#[C:11][Si](C)(C)C)=[C:6]([O:16][CH2:17][CH2:18][CH2:19][O:20][CH3:21])[CH:5]=1.[OH-].[K+]. (2) Given the product [OH:12]/[N:11]=[C:7]1\[CH2:6][CH2:5][C:4]2[C:8]\1=[CH:9][CH:10]=[C:2]([C:19]1[CH:20]=[C:15]([CH:16]=[CH:17][CH:18]=1)[C:13]#[N:14])[CH:3]=2, predict the reactants needed to synthesize it. The reactants are: Br[C:2]1[CH:3]=[C:4]2[C:8](=[CH:9][CH:10]=1)[C:7](=[N:11][OH:12])[CH2:6][CH2:5]2.[C:13]([C:15]1[CH:16]=[C:17](B(O)O)[CH:18]=[CH:19][CH:20]=1)#[N:14].C(=O)([O-])[O-].[Na+].[Na+]. (3) Given the product [C:9]12([NH:19][CH2:7][C:5]3[NH:6][C:2]([Br:1])=[CH:3][CH:4]=3)[CH2:16][CH:15]3[CH2:14][CH:13]([CH2:12][CH:11]([CH2:17]3)[CH2:10]1)[CH2:18]2, predict the reactants needed to synthesize it. The reactants are: [Br:1][C:2]1[NH:6][C:5]([CH:7]=O)=[CH:4][CH:3]=1.[C:9]12([NH2:19])[CH2:18][CH:13]3[CH2:14][CH:15]([CH2:17][CH:11]([CH2:12]3)[CH2:10]1)[CH2:16]2.